From a dataset of NCI-60 drug combinations with 297,098 pairs across 59 cell lines. Regression. Given two drug SMILES strings and cell line genomic features, predict the synergy score measuring deviation from expected non-interaction effect. (1) Drug 1: CC12CCC3C(C1CCC2=O)CC(=C)C4=CC(=O)C=CC34C. Drug 2: C1=NC2=C(N=C(N=C2N1C3C(C(C(O3)CO)O)O)F)N. Cell line: LOX IMVI. Synergy scores: CSS=31.3, Synergy_ZIP=5.16, Synergy_Bliss=5.72, Synergy_Loewe=-2.21, Synergy_HSA=3.60. (2) Drug 1: C1CC(=O)NC(=O)C1N2CC3=C(C2=O)C=CC=C3N. Synergy scores: CSS=-1.15, Synergy_ZIP=-0.00390, Synergy_Bliss=-0.166, Synergy_Loewe=-2.15, Synergy_HSA=-2.71. Drug 2: CC(C)NC(=O)C1=CC=C(C=C1)CNNC.Cl. Cell line: MDA-MB-435. (3) Drug 1: CC(CN1CC(=O)NC(=O)C1)N2CC(=O)NC(=O)C2. Cell line: HCC-2998. Drug 2: CC1=C(C=C(C=C1)C(=O)NC2=CC(=CC(=C2)C(F)(F)F)N3C=C(N=C3)C)NC4=NC=CC(=N4)C5=CN=CC=C5. Synergy scores: CSS=-6.11, Synergy_ZIP=0.739, Synergy_Bliss=-2.07, Synergy_Loewe=-8.03, Synergy_HSA=-7.80. (4) Drug 1: CS(=O)(=O)C1=CC(=C(C=C1)C(=O)NC2=CC(=C(C=C2)Cl)C3=CC=CC=N3)Cl. Drug 2: C1C(C(OC1N2C=NC(=NC2=O)N)CO)O. Cell line: U251. Synergy scores: CSS=3.65, Synergy_ZIP=-2.46, Synergy_Bliss=-1.98, Synergy_Loewe=-2.68, Synergy_HSA=-2.72.